Dataset: Reaction yield outcomes from USPTO patents with 853,638 reactions. Task: Predict the reaction yield, written as a fraction of the theoretical maximum amount of product (1.0 means a 100% yield; for example, 0.34 means a 34% yield). (1) The reactants are [CH:1]1([N:6]2[CH2:11][CH2:10][CH:9]([O:12][C:13]3[CH:18]=[CH:17][C:16]([N+:19]([O-])=O)=[CH:15][CH:14]=3)[CH2:8][CH2:7]2)[CH2:5][CH2:4][CH2:3][CH2:2]1. The catalyst is CO. The product is [CH:1]1([N:6]2[CH2:11][CH2:10][CH:9]([O:12][C:13]3[CH:14]=[CH:15][C:16]([NH2:19])=[CH:17][CH:18]=3)[CH2:8][CH2:7]2)[CH2:2][CH2:3][CH2:4][CH2:5]1. The yield is 0.860. (2) The product is [Cl:23][C:20]1[CH:19]=[CH:18][C:17]([C:13]2[C:12]([CH2:11][O:10][C:7]3[CH:8]=[CH:9][C:4]([C:3]([NH:49][CH:50]([CH2:53][OH:54])[CH2:51][OH:52])=[O:24])=[CH:5][N:6]=3)=[CH:16][O:15][N:14]=2)=[CH:22][CH:21]=1. The reactants are CO[C:3](=[O:24])[C:4]1[CH:9]=[CH:8][C:7]([O:10][CH2:11][C:12]2[C:13]([C:17]3[CH:22]=[CH:21][C:20]([Cl:23])=[CH:19][CH:18]=3)=[N:14][O:15][CH:16]=2)=[N:6][CH:5]=1.COC(=O)C1C=CC(OCC2C(C3C=CC=CC=3)=NOC=2C)=NC=1.[NH2:49][CH:50]([CH2:53][OH:54])[CH2:51][OH:52]. No catalyst specified. The yield is 0.380. (3) The yield is 0.842. The product is [CH2:1]([N:8]1[CH:13]=[C:12]([C:14](=[O:22])[CH:15]=[C:16]([OH:21])[C:17]([OH:19])=[O:18])[C:11](=[O:23])[N:10]([CH2:24][C:25]2[CH:30]=[CH:29][CH:28]=[CH:27][CH:26]=2)[C:9]1=[O:31])[C:2]1[CH:7]=[CH:6][CH:5]=[CH:4][CH:3]=1. The reactants are [CH2:1]([N:8]1[CH:13]=[C:12]([C:14](=[O:22])[CH:15]=[C:16]([OH:21])[C:17]([O:19]C)=[O:18])[C:11](=[O:23])[N:10]([CH2:24][C:25]2[CH:30]=[CH:29][CH:28]=[CH:27][CH:26]=2)[C:9]1=[O:31])[C:2]1[CH:7]=[CH:6][CH:5]=[CH:4][CH:3]=1.Cl. The catalyst is O1CCOCC1. (4) The reactants are C(C[O:4][C:5](=O)[CH2:6][CH2:7][CH2:8][CH2:9][CH2:10][C:11]1[C:19]2[C:14](=[CH:15][CH:16]=[CH:17][CH:18]=2)[NH:13][CH:12]=1)#N.[NH3:21]. The catalyst is O1CCCC1. The product is [NH:13]1[C:14]2[C:19](=[CH:18][CH:17]=[CH:16][CH:15]=2)[C:11]([CH2:10][CH2:9][CH2:8][CH2:7][CH2:6][C:5]([NH2:21])=[O:4])=[CH:12]1. The yield is 0.980. (5) The yield is 0.530. The reactants are Br[C:2]1[CH:3]=[C:4]([O:9][CH2:10][C:11]2[CH:16]=[CH:15][CH:14]=[CH:13][C:12]=2[Cl:17])[C:5]([NH2:8])=[N:6][CH:7]=1.[C:18]([C:21]1[CH:26]=[CH:25][C:24](B(O)O)=[CH:23][CH:22]=1)([OH:20])=[O:19].C(=O)([O-])[O-].[K+].[K+].CN(C)C=O. The catalyst is C1C=CC([P]([Pd]([P](C2C=CC=CC=2)(C2C=CC=CC=2)C2C=CC=CC=2)([P](C2C=CC=CC=2)(C2C=CC=CC=2)C2C=CC=CC=2)[P](C2C=CC=CC=2)(C2C=CC=CC=2)C2C=CC=CC=2)(C2C=CC=CC=2)C2C=CC=CC=2)=CC=1.O. The product is [NH2:8][C:5]1[N:6]=[CH:7][C:2]([C:24]2[CH:25]=[CH:26][C:21]([C:18]([OH:20])=[O:19])=[CH:22][CH:23]=2)=[CH:3][C:4]=1[O:9][CH2:10][C:11]1[CH:16]=[CH:15][CH:14]=[CH:13][C:12]=1[Cl:17]. (6) The reactants are Br[C:2]1[CH:7]=[CH:6][C:5]([CH:8]([CH3:14])[CH2:9][S:10]([NH2:13])(=[O:12])=[O:11])=[CH:4][CH:3]=1.Br[C:16]1[C:17]2[C:18]3[CH:32]=[CH:31][S:30][C:19]=3[C:20](=[O:29])[NH:21][C:22]=2[C:23]([CH3:28])=[CH:24][C:25]=1[O:26][CH3:27]. No catalyst specified. The product is [CH3:27][O:26][C:25]1[CH:24]=[C:23]([CH3:28])[C:22]2[NH:21][C:20](=[O:29])[C:19]3[S:30][CH:31]=[CH:32][C:18]=3[C:17]=2[C:16]=1[C:2]1[CH:7]=[CH:6][C:5]([CH:8]([CH3:14])[CH2:9][S:10]([NH2:13])(=[O:12])=[O:11])=[CH:4][CH:3]=1. The yield is 0.0800.